From a dataset of NCI-60 drug combinations with 297,098 pairs across 59 cell lines. Regression. Given two drug SMILES strings and cell line genomic features, predict the synergy score measuring deviation from expected non-interaction effect. (1) Drug 1: CCCCCOC(=O)NC1=NC(=O)N(C=C1F)C2C(C(C(O2)C)O)O. Drug 2: COC1=C2C(=CC3=C1OC=C3)C=CC(=O)O2. Cell line: MALME-3M. Synergy scores: CSS=-5.44, Synergy_ZIP=6.18, Synergy_Bliss=7.02, Synergy_Loewe=3.29, Synergy_HSA=-0.401. (2) Drug 1: CC1=C2C(C(=O)C3(C(CC4C(C3C(C(C2(C)C)(CC1OC(=O)C(C(C5=CC=CC=C5)NC(=O)OC(C)(C)C)O)O)OC(=O)C6=CC=CC=C6)(CO4)OC(=O)C)O)C)O. Drug 2: C1CNP(=O)(OC1)N(CCCl)CCCl. Cell line: IGROV1. Synergy scores: CSS=8.93, Synergy_ZIP=-1.87, Synergy_Bliss=3.16, Synergy_Loewe=-13.2, Synergy_HSA=0.313.